Predict the reaction yield, written as a fraction of the theoretical maximum amount of product (1.0 means a 100% yield; for example, 0.34 means a 34% yield). From a dataset of Reaction yield outcomes from USPTO patents with 853,638 reactions. (1) The reactants are [Li].[CH:2]1[CH:9]=[CH:8][CH:7]=[CH:6][CH:5]=[CH:4][CH:3]=1.CN(C)[C:12](Cl)=[O:13].FC1C=CC(CN2C(=O)C(C3NC4C=CC(NS(C)(=O)=O)=CC=4S(=O)(=O)N=3)=C(O)[C@H]3[C@@H]2C2C4C5C3C3C(C45)C23)=CC=1.S(=O)(=O)(O)O. The catalyst is C(OCC)C. The product is [CH:2]12[C:12](=[O:13])[CH:7]([CH:8]=[CH:9]1)[CH:6]=[CH:5][CH:4]=[CH:3]2. The yield is 0.480. (2) The reactants are [C:1]([NH:4][C:5]1[CH:6]=[C:7]([CH:25]=[CH:26][CH:27]=1)[C:8]([NH:10][C:11]1[C:12]([C:22]([OH:24])=[O:23])=[N:13][N:14](C2CCCCO2)[CH:15]=1)=[O:9])(=[O:3])[CH3:2].O.[C:29]1([CH3:39])[CH:34]=[CH:33][C:32]([S:35]([OH:38])(=[O:37])=[O:36])=[CH:31][CH:30]=1. The catalyst is C(O)C. The product is [C:29]1([CH3:39])[CH:30]=[CH:31][C:32]([S:35]([OH:38])(=[O:36])=[O:37])=[CH:33][CH:34]=1.[C:1]([NH:4][C:5]1[CH:6]=[C:7]([CH:25]=[CH:26][CH:27]=1)[C:8]([NH:10][C:11]1[C:12]([C:22]([OH:24])=[O:23])=[N:13][NH:14][CH:15]=1)=[O:9])(=[O:3])[CH3:2]. The yield is 0.600. (3) The reactants are Br[C:2]1[CH:14]=[N:13][C:12]2[C:11]3[CH:10]=[CH:9][C:8]([C:15]([O:17][CH3:18])=[O:16])=[CH:7][C:6]=3[NH:5][C:4]=2[CH:3]=1.[CH3:19][N:20]1[C:24]([Sn](CCCC)(CCCC)CCCC)=[C:23]([CH3:38])[N:22]=[N:21]1.C(N(CC)CC)C.C(Cl)Cl. The catalyst is CN(C=O)C.[Cu]I.C1C=CC([P]([Pd]([P](C2C=CC=CC=2)(C2C=CC=CC=2)C2C=CC=CC=2)([P](C2C=CC=CC=2)(C2C=CC=CC=2)C2C=CC=CC=2)[P](C2C=CC=CC=2)(C2C=CC=CC=2)C2C=CC=CC=2)(C2C=CC=CC=2)C2C=CC=CC=2)=CC=1. The product is [CH3:19][N:20]1[C:24]([C:2]2[CH:14]=[N:13][C:12]3[C:11]4[CH:10]=[CH:9][C:8]([C:15]([O:17][CH3:18])=[O:16])=[CH:7][C:6]=4[NH:5][C:4]=3[CH:3]=2)=[C:23]([CH3:38])[N:22]=[N:21]1. The yield is 0.728.